Dataset: Reaction yield outcomes from USPTO patents with 853,638 reactions. Task: Predict the reaction yield, written as a fraction of the theoretical maximum amount of product (1.0 means a 100% yield; for example, 0.34 means a 34% yield). (1) The reactants are [CH3:1][O:2][C:3]1[CH:4]=[C:5]([NH:13][C:14]2[N:15]=[CH:16][C:17]3[CH2:23][NH:22][CH2:21]C[C:18]=3[N:19]=2)[CH:6]=[C:7]([O:11][CH3:12])[C:8]=1[O:9][CH3:10].[C:24](=[O:29])([O:27][CH3:28])OC.C(N(C(C)C)CC)(C)C. The catalyst is C1COCC1.CCOC(C)=O. The product is [CH3:12][O:11][C:7]1[CH:6]=[C:5]([NH:13][C:14]2[N:19]=[CH:18][C:17]3[CH2:23][N:22]([C:24]([O:27][CH3:28])=[O:29])[CH2:21][C:16]=3[N:15]=2)[CH:4]=[C:3]([O:2][CH3:1])[C:8]=1[O:9][CH3:10]. The yield is 0.640. (2) The catalyst is C1COCC1. The product is [CH:1]([C:4]1[N:5]=[CH:6][NH:7][C:8]=1[CH2:9][OH:10])([CH3:3])[CH3:2]. The reactants are [CH:1]([C:4]1[N:5]=[CH:6][NH:7][C:8]=1[C:9](OCC)=[O:10])([CH3:3])[CH3:2].[H-].[Al+3].[Li+].[H-].[H-].[H-]. The yield is 0.920. (3) The reactants are [CH2:1]([O:8][C:9]1[CH:18]=[C:17]2[C:12]([C:13](Cl)=[N:14][CH:15]=[N:16]2)=[CH:11][C:10]=1[O:20][CH3:21])[C:2]1[CH:7]=[CH:6][CH:5]=[CH:4][CH:3]=1.[NH2:22][C:23]1[CH:28]=[CH:27][C:26]([OH:29])=[CH:25][C:24]=1[Cl:30].Cl.[OH-].[Na+]. The catalyst is [Cl-].C([N+](CCCC)(CCCC)CCCC)CCC.CC(C)=O.O.C(Cl)(Cl)Cl. The product is [CH2:1]([O:8][C:9]1[CH:18]=[C:17]2[C:12]([C:13]([O:29][C:26]3[CH:27]=[CH:28][C:23]([NH2:22])=[C:24]([Cl:30])[CH:25]=3)=[N:14][CH:15]=[N:16]2)=[CH:11][C:10]=1[O:20][CH3:21])[C:2]1[CH:7]=[CH:6][CH:5]=[CH:4][CH:3]=1. The yield is 0.900. (4) The reactants are [CH2:1]([O:8][C:9]([N:11]1[CH2:17][C:16]2[CH:18]=[C:19](Br)[CH:20]=[N:21][C:15]=2[NH:14][C:13](=[O:23])[CH2:12]1)=[O:10])[C:2]1[CH:7]=[CH:6][CH:5]=[CH:4][CH:3]=1.[C:24]([O:28][C:29]([CH3:32])([CH3:31])[CH3:30])(=[O:27])[CH:25]=[CH2:26].C(N(C(C)C)C(C)C)C.CC1C=CC=CC=1P(C1C=CC=CC=1C)C1C=CC=CC=1C. The catalyst is C(#N)CC.CN(C=O)C.CC([O-])=O.CC([O-])=O.[Pd+2]. The product is [CH2:1]([O:8][C:9]([N:11]1[CH2:17][C:16]2[CH:18]=[C:19](/[CH:26]=[CH:25]/[C:24]([O:28][C:29]([CH3:32])([CH3:31])[CH3:30])=[O:27])[CH:20]=[N:21][C:15]=2[NH:14][C:13](=[O:23])[CH2:12]1)=[O:10])[C:2]1[CH:7]=[CH:6][CH:5]=[CH:4][CH:3]=1. The yield is 0.530. (5) The reactants are [O:1]=[C:2]1[CH2:10][C:9]2[C:4](=[CH:5][CH:6]=[C:7]([CH2:11][C:12]3[CH:17]=[CH:16][C:15]([NH:18][C:19]([C:21]4[N:22]([CH2:27][CH3:28])[N:23]=[C:24]([CH3:26])[CH:25]=4)=[O:20])=[CH:14][CH:13]=3)[CH:8]=2)[NH:3]1.[CH:29](OCC)=[O:30].[O-]CC.[Na+].Cl. The catalyst is C(O)C. The product is [OH:30][CH:29]=[C:10]1[C:9]2[C:4](=[CH:5][CH:6]=[C:7]([CH2:11][C:12]3[CH:13]=[CH:14][C:15]([NH:18][C:19]([C:21]4[N:22]([CH2:27][CH3:28])[N:23]=[C:24]([CH3:26])[CH:25]=4)=[O:20])=[CH:16][CH:17]=3)[CH:8]=2)[NH:3][C:2]1=[O:1]. The yield is 0.470. (6) The reactants are Cl[C:2]1[CH:3]=[CH:4][C:5]([N+:11]([O-:13])=[O:12])=[C:6]([CH:10]=1)[C:7]([NH2:9])=[O:8].[NH:14]1[CH2:19][CH2:18][O:17][CH2:16][CH2:15]1.C([O-])([O-])=O.[K+].[K+].O. The catalyst is CN(C=O)C. The product is [N:14]1([C:2]2[CH:3]=[CH:4][C:5]([N+:11]([O-:13])=[O:12])=[C:6]([CH:10]=2)[C:7]([NH2:9])=[O:8])[CH2:19][CH2:18][O:17][CH2:16][CH2:15]1. The yield is 0.200.